Dataset: Full USPTO retrosynthesis dataset with 1.9M reactions from patents (1976-2016). Task: Predict the reactants needed to synthesize the given product. (1) Given the product [C:24]([O:28][C:29](=[O:30])[NH:31][C@H:32]([C:33](=[O:34])[NH:8][C:9]1[CH:14]=[CH:13][CH:12]=[CH:11][C:10]=1[NH:15][C:16]1[CH:23]=[CH:22][CH:21]=[C:18]([C:19]#[N:20])[CH:17]=1)[CH3:36])([CH3:25])([CH3:26])[CH3:27], predict the reactants needed to synthesize it. The reactants are: C(N(CC)CC)C.[NH2:8][C:9]1[CH:14]=[CH:13][CH:12]=[CH:11][C:10]=1[NH:15][C:16]1[CH:17]=[C:18]([CH:21]=[CH:22][CH:23]=1)[C:19]#[N:20].[C:24]([O:28][C:29]([NH:31][C@@H:32]([CH3:36])[C:33](O)=[O:34])=[O:30])([CH3:27])([CH3:26])[CH3:25].C1C=NC2N(O)N=NC=2C=1.Cl.CN(C)CCCN=C=NCC. (2) Given the product [CH3:12][C:9]1[CH:8]=[CH:7][C:6]2[C:11](=[C:2]([NH:23][C:24]3[N:25]=[C:26]([CH3:29])[S:27][CH:28]=3)[N:3]=[CH:4][C:5]=2[C:17]2[N:22]=[CH:21][CH:20]=[CH:19][N:18]=2)[N:10]=1, predict the reactants needed to synthesize it. The reactants are: Cl[C:2]1[C:11]2[N:10]=[C:9]([CH3:12])[CH:8]=[CH:7][C:6]=2[C:5](B(O)O)=[CH:4][N:3]=1.Br[C:17]1[N:22]=[CH:21][CH:20]=[CH:19][N:18]=1.[NH2:23][C:24]1[N:25]=[C:26]([CH3:29])[S:27][CH:28]=1. (3) Given the product [Br:8][C:7]1[C:2]([NH:1][C:11]2[CH:16]=[CH:15][CH:14]=[CH:13][C:12]=2[CH3:17])=[N:3][CH:4]=[C:5]([CH3:9])[CH:6]=1, predict the reactants needed to synthesize it. The reactants are: [NH2:1][C:2]1[C:7]([Br:8])=[CH:6][C:5]([CH3:9])=[CH:4][N:3]=1.I[C:11]1[CH:16]=[CH:15][CH:14]=[CH:13][C:12]=1[CH3:17].C(=O)([O-])[O-].[Cs+].[Cs+]. (4) Given the product [ClH:45].[C:17]1([CH:23]2[CH2:28][CH2:27][CH2:26][N:25]([CH2:14][C@H:9]3[CH2:10][CH2:11][CH2:12][CH2:13][C@@H:8]3[NH2:7])[CH2:24]2)[CH:22]=[CH:21][CH:20]=[CH:19][CH:18]=1, predict the reactants needed to synthesize it. The reactants are: C(OC(=O)[NH:7][C@H:8]1[CH2:13][CH2:12][CH2:11][CH2:10][C@@H:9]1[CH:14]=O)(C)(C)C.[C:17]1([CH:23]2[CH2:28][CH2:27][CH2:26][NH:25][CH2:24]2)[CH:22]=[CH:21][CH:20]=[CH:19][CH:18]=1.[BH-](OC(C)=O)(OC(C)=O)OC(C)=O.[Na+].[OH-].[Na+].[ClH:45].O1CCOCC1. (5) Given the product [N:5]1[CH:6]=[CH:7][N:8]=[CH:9][C:4]=1[C:3]1[CH:12]=[C:11]([C:13]2[CH:14]=[C:15]([C:19](=[O:21])[CH3:20])[CH:16]=[CH:17][CH:18]=2)[O:1][N:2]=1, predict the reactants needed to synthesize it. The reactants are: [OH:1][N:2]=[C:3](Cl)[C:4]1[CH:9]=[N:8][CH:7]=[CH:6][N:5]=1.[C:11]([C:13]1[CH:14]=[C:15]([C:19](=[O:21])[CH3:20])[CH:16]=[CH:17][CH:18]=1)#[CH:12].N. (6) The reactants are: [CH3:1][N:2]([CH3:7])[CH2:3][CH2:4][CH2:5][NH2:6].[CH3:8][O:9][C:10]1[CH:17]=[C:16]([O:18][CH3:19])[CH:15]=[CH:14][C:11]=1[CH:12]=O.C(O[BH-](OC(=O)C)OC(=O)C)(=O)C.[Na+]. Given the product [CH3:8][O:9][C:10]1[CH:17]=[C:16]([O:18][CH3:19])[CH:15]=[CH:14][C:11]=1[CH2:12][NH:6][CH2:5][CH2:4][CH2:3][N:2]([CH3:7])[CH3:1], predict the reactants needed to synthesize it. (7) Given the product [Cl:1][CH2:2][CH2:3][S:4][C:5]1[CH:13]=[CH:12][C:8]([C:9]([O:25][CH3:24])=[O:10])=[CH:7][C:6]=1[N+:14]([O-:16])=[O:15], predict the reactants needed to synthesize it. The reactants are: [Cl:1][CH2:2][CH2:3][S:4][C:5]1[CH:13]=[CH:12][C:8]([C:9](Cl)=[O:10])=[CH:7][C:6]=1[N+:14]([O-:16])=[O:15].C(N(CC)CC)C.[CH3:24][OH:25]. (8) Given the product [CH3:33][N:22]([CH3:21])[CH2:23][C:24]([N:27]1[CH:31]=[C:30]([NH:32][C:15](=[O:17])[CH:14]([NH:13][CH:7]2[CH2:6][CH2:5][C:4]3[C:9](=[C:10]([F:12])[CH:11]=[C:2]([F:1])[CH:3]=3)[CH2:8]2)[CH2:18][CH2:19][CH3:20])[N:29]=[CH:28]1)([CH3:26])[CH3:25], predict the reactants needed to synthesize it. The reactants are: [F:1][C:2]1[CH:3]=[C:4]2[C:9](=[C:10]([F:12])[CH:11]=1)[CH2:8][CH:7]([NH:13][CH:14]([CH2:18][CH2:19][CH3:20])[C:15]([OH:17])=O)[CH2:6][CH2:5]2.[CH3:21][N:22]([CH3:33])[CH2:23][C:24]([N:27]1[CH:31]=[C:30]([NH2:32])[N:29]=[CH:28]1)([CH3:26])[CH3:25]. (9) Given the product [OH:4][CH2:3][C:2]([CH3:1])([C:11]1[CH:16]=[CH:15][CH:14]=[CH:13][CH:12]=1)[CH2:5][CH2:6][CH2:7][CH2:8][CH2:9][N:21]1[C:17](=[O:27])[C:18]2[C:19](=[CH:23][CH:24]=[CH:25][CH:26]=2)[C:20]1=[O:22], predict the reactants needed to synthesize it. The reactants are: [CH3:1][C:2]([C:11]1[CH:16]=[CH:15][CH:14]=[CH:13][CH:12]=1)([CH2:5][CH2:6][CH2:7][CH2:8][CH2:9]Br)[CH2:3][OH:4].[C:17]1(=[O:27])[NH:21][C:20](=[O:22])[C:19]2=[CH:23][CH:24]=[CH:25][CH:26]=[C:18]12.[K].CCOCC. (10) Given the product [CH2:1]([C:4]1([NH2:18])[CH2:9][CH2:8][CH:7]([OH:10])[CH2:6][CH2:5]1)[CH:2]=[CH2:3], predict the reactants needed to synthesize it. The reactants are: [CH2:1]([C:4]1([NH2:18])[CH2:9][CH2:8][CH:7]([O:10][Si](C(C)(C)C)(C)C)[CH2:6][CH2:5]1)[CH:2]=[CH2:3].Cl.